This data is from Forward reaction prediction with 1.9M reactions from USPTO patents (1976-2016). The task is: Predict the product of the given reaction. (1) Given the reactants Br[C:2]1[O:6][C:5]([CH:7]=[C:8]2[C:16]3[C:11](=[CH:12][CH:13]=[C:14]([Cl:17])[CH:15]=3)[NH:10][C:9]2=[O:18])=[CH:4][CH:3]=1.C([O-])([O-])=O.[Cs+].[Cs+].CC1(C)C(C)(C)OB([C:33]2[CH:47]=[CH:46][C:36]([O:37][CH2:38][CH2:39][N:40]3[CH2:45][CH2:44][O:43][CH2:42][CH2:41]3)=[CH:35][CH:34]=2)O1, predict the reaction product. The product is: [Cl:17][C:14]1[CH:15]=[C:16]2[C:11](=[CH:12][CH:13]=1)[NH:10][C:9](=[O:18])[C:8]2=[CH:7][C:5]1[O:6][C:2]([C:33]2[CH:47]=[CH:46][C:36]([O:37][CH2:38][CH2:39][N:40]3[CH2:41][CH2:42][O:43][CH2:44][CH2:45]3)=[CH:35][CH:34]=2)=[CH:3][CH:4]=1. (2) Given the reactants CO[C:3](=[O:30])[NH:4][C:5]1[NH:6][C:7]2[CH:13]=[C:12]([O:14][S:15]([C:18]3[CH:23]=[CH:22][C:21]([NH:24][CH:25]4[CH2:29][CH2:28][CH2:27][CH2:26]4)=[CH:20][CH:19]=3)(=[O:17])=[O:16])[CH:11]=[CH:10][C:8]=2[N:9]=1.[CH:31]1([NH2:34])[CH2:33][CH2:32]1.N12CCCN=C1CCCCC2, predict the reaction product. The product is: [CH:31]1([NH:34][C:3](=[O:30])[NH:4][C:5]2[NH:9][C:8]3[CH:10]=[CH:11][C:12]([O:14][S:15]([C:18]4[CH:19]=[CH:20][C:21]([NH:24][CH:25]5[CH2:29][CH2:28][CH2:27][CH2:26]5)=[CH:22][CH:23]=4)(=[O:16])=[O:17])=[CH:13][C:7]=3[N:6]=2)[CH2:33][CH2:32]1.